This data is from Catalyst prediction with 721,799 reactions and 888 catalyst types from USPTO. The task is: Predict which catalyst facilitates the given reaction. (1) Reactant: S(Cl)([Cl:3])=O.[C:5]1([CH3:28])[CH:10]=[C:9]([CH3:11])[CH:8]=[C:7]([CH3:12])[C:6]=1[NH:13][C:14]1[S:15][C:16]2[C:22]([N+:23]([O-:25])=[O:24])=[CH:21][C:20]([CH2:26]O)=[CH:19][C:17]=2[N:18]=1.O.C([O-])(O)=O.[Na+]. Product: [Cl:3][CH2:26][C:20]1[CH:21]=[C:22]([N+:23]([O-:25])=[O:24])[C:16]2[S:15][C:14]([NH:13][C:6]3[C:7]([CH3:12])=[CH:8][C:9]([CH3:11])=[CH:10][C:5]=3[CH3:28])=[N:18][C:17]=2[CH:19]=1. The catalyst class is: 22. (2) Reactant: [O-:1][Mn](=O)(=O)=O.[K+].[CH3:7][O:8][C:9]1[C:18]2[C:19](=[O:32])[C:20]3[CH:21]=[C:22]4[CH:31]=[CH:30][CH:29]=[CH:28][C:23]4=[N:24][C:25]=3[N:26]([CH3:27])[C:17]=2[C:16]2[CH:15]=[CH:14][C:13]([CH3:34])([CH3:33])[O:12][C:11]=2[CH:10]=1.[OH2:35]. Product: [OH:35][CH:14]1[C:15](=[O:1])[C:16]2[C:17]3[N:26]([CH3:27])[C:25]4[N:24]=[C:23]5[CH:28]=[CH:29][CH:30]=[CH:31][C:22]5=[CH:21][C:20]=4[C:19](=[O:32])[C:18]=3[C:9]([O:8][CH3:7])=[CH:10][C:11]=2[O:12][C:13]1([CH3:34])[CH3:33]. The catalyst class is: 21. (3) Reactant: [NH2:1][C:2]1[CH:7]=[CH:6][CH:5]=[CH:4][N:3]=1.[C:8]([N+:12]#[C-:13])([CH3:11])([CH3:10])[CH3:9].[CH:14](=O)[C:15]1[CH:20]=[CH:19][CH:18]=[CH:17][CH:16]=1.[C:22]([Cl:25])(=[O:24])[CH3:23]. Product: [Cl-:25].[C:22]([N+:1]1[C:14]([C:15]2[CH:20]=[CH:19][CH:18]=[CH:17][CH:16]=2)=[C:13]([NH:12][C:8]([CH3:11])([CH3:10])[CH3:9])[N:3]2[CH:4]=[CH:5][CH:6]=[CH:7][C:2]=12)(=[O:24])[CH3:23]. The catalyst class is: 519. (4) Reactant: [I-].C[S+](C)(C)=O.[CH3:7]C([O-])(C)C.[K+].[CH2:13]([O:20][C:21]1[CH:26]=[CH:25][C:24](/[CH:27]=[CH:28]/[N+:29]([O-:31])=[O:30])=[CH:23][CH:22]=1)[C:14]1[CH:19]=[CH:18][CH:17]=[CH:16][CH:15]=1.O. Product: [CH2:13]([O:20][C:21]1[CH:26]=[CH:25][C:24]([C@H:27]2[CH2:7][C@@H:28]2[N+:29]([O-:31])=[O:30])=[CH:23][CH:22]=1)[C:14]1[CH:15]=[CH:16][CH:17]=[CH:18][CH:19]=1. The catalyst class is: 16. (5) Reactant: C1(CCCC2C=C[N+]([O-:16])=CC=2)C=CC=CC=1.Cl[O-].[Na+].[Cl:20][C:21]1[CH:29]=[C:28]2[C:24]([CH:25]=[CH:26][CH2:27]2)=[CH:23][CH:22]=1. Product: [Cl:20][C:21]1[CH:22]=[CH:23][C:24]2[C@H:25]3[O:16][C@H:26]3[CH2:27][C:28]=2[CH:29]=1. The catalyst class is: 2. (6) Reactant: [NH:1]1[CH:5]=[CH:4][C:3]([C:6]2[CH:11]=[CH:10][N:9]3[C:12]([C:15]([O:17]CC)=[O:16])=[CH:13][N:14]=[C:8]3[CH:7]=2)=[N:2]1.[Li+].[OH-].Cl. Product: [NH:1]1[CH:5]=[CH:4][C:3]([C:6]2[CH:11]=[CH:10][N:9]3[C:12]([C:15]([OH:17])=[O:16])=[CH:13][N:14]=[C:8]3[CH:7]=2)=[N:2]1. The catalyst class is: 87.